This data is from Forward reaction prediction with 1.9M reactions from USPTO patents (1976-2016). The task is: Predict the product of the given reaction. (1) Given the reactants C([O:3][C:4](=[O:34])[CH2:5][N:6]1[C:14]2[C:9](=[CH:10][C:11]([O:15][CH2:16][C:17]3[S:21][C:20]([C:22]4[CH:27]=[CH:26][C:25]([C:28]([F:31])([F:30])[F:29])=[CH:24][CH:23]=4)=[N:19][C:18]=3[CH3:32])=[CH:12][CH:13]=2)[CH:8]=[C:7]1[CH3:33])C.[Li+].[OH-], predict the reaction product. The product is: [CH3:33][C:7]1[N:6]([CH2:5][C:4]([OH:34])=[O:3])[C:14]2[C:9]([CH:8]=1)=[CH:10][C:11]([O:15][CH2:16][C:17]1[S:21][C:20]([C:22]3[CH:23]=[CH:24][C:25]([C:28]([F:31])([F:29])[F:30])=[CH:26][CH:27]=3)=[N:19][C:18]=1[CH3:32])=[CH:12][CH:13]=2. (2) Given the reactants [C:1]([N:3]=[C:4](OC1C=CC=CC=1)[NH:5][C:6]1[CH:7]=[CH:8][C:9]2[CH2:15][CH2:14][C@H:13]([N:16]3[CH2:20][CH2:19][CH2:18][CH2:17]3)[CH2:12][CH2:11][C:10]=2[CH:21]=1)#[N:2].[C:29]([N:31]=[C:32](OC1C=CC=CC=1)[NH:33][C:34]1[CH:35]=[CH:36][C:37]2[CH2:43][CH2:42][C@@H:41]([N:44]3[CH2:48][CH2:47][CH2:46][CH2:45]3)[CH2:40][CH2:39][C:38]=2[CH:49]=1)#[N:30].[NH:57]([C:59]1[N:64]=[N:63][C:62]2[C:65]3[CH:73]=[CH:72][CH:71]=[CH:70][C:66]=3[CH2:67][CH2:68][CH2:69][C:61]=2[CH:60]=1)[NH2:58], predict the reaction product. The product is: [N:63]1[C:62]2[C:65]3[CH:73]=[CH:72][CH:71]=[CH:70][C:66]=3[CH2:67][CH2:68][CH2:69][C:61]=2[CH:60]=[C:59]([N:57]2[C:1]([NH2:2])=[N:3][C:4]([NH:5][C:6]3[CH:7]=[CH:8][C:9]4[CH2:15][CH2:14][C@H:13]([N:16]5[CH2:17][CH2:18][CH2:19][CH2:20]5)[CH2:12][CH2:11][C:10]=4[CH:21]=3)=[N:58]2)[N:64]=1.[N:63]1[C:62]2[C:65]3[CH:73]=[CH:72][CH:71]=[CH:70][C:66]=3[CH2:67][CH2:68][CH2:69][C:61]=2[CH:60]=[C:59]([N:57]2[C:29]([NH2:30])=[N:31][C:32]([NH:33][C:34]3[CH:35]=[CH:36][C:37]4[CH2:43][CH2:42][C@@H:41]([N:44]5[CH2:45][CH2:46][CH2:47][CH2:48]5)[CH2:40][CH2:39][C:38]=4[CH:49]=3)=[N:58]2)[N:64]=1. (3) Given the reactants [F:1][C:2]1[CH:7]=[CH:6][C:5]([C:8](=O)[C:9]([O:11]C)=O)=[CH:4][CH:3]=1.[NH2:14][NH:15][C:16]([NH2:18])=[S:17].[OH-].[K+].[CH3:21]I, predict the reaction product. The product is: [F:1][C:2]1[CH:7]=[CH:6][C:5]([C:8]2[C:9](=[O:11])[NH:18][C:16]([S:17][CH3:21])=[N:15][N:14]=2)=[CH:4][CH:3]=1. (4) The product is: [CH:1]1([C:5]2[CH:6]=[CH:7][C:8]([C:9]([N:11]3[CH2:12][CH2:13][CH:14]([C:17]4[CH:18]=[CH:19][C:20]([C:21]#[N:22])=[CH:23][CH:24]=4)[CH2:15][CH2:16]3)=[O:10])=[CH:25][C:26]=2[C:27]2[NH:31][C:30]([CH2:32][CH3:34])=[N:29][N:28]=2)[CH2:4][CH2:3][CH2:2]1. Given the reactants [CH:1]1([C:5]2[C:26]([C:27]3[NH:31][C:30]([CH3:32])=[N:29][N:28]=3)=[CH:25][C:8]([C:9]([N:11]3[CH2:16][CH2:15][CH:14]([C:17]4[CH:24]=[CH:23][C:20]([C:21]#[N:22])=[CH:19][CH:18]=4)[CH2:13][CH2:12]3)=[O:10])=[C:7](C)[CH:6]=2)[CH2:4][CH2:3][CH2:2]1.[C:34](C1C=CC(C)C(C2CCC2)(C=1)C(OC)=O)#N, predict the reaction product.